Dataset: Forward reaction prediction with 1.9M reactions from USPTO patents (1976-2016). Task: Predict the product of the given reaction. (1) Given the reactants Cl.[CH:2]1([CH2:5][O:6][C:7]2[CH:12]=[CH:11][C:10]([C:13]([F:16])([F:15])[F:14])=[CH:9][C:8]=2[C:17]2[C:18]3[NH:25][C:24]([CH3:26])=[C:23]([C:27]([NH:29][CH:30]4[CH2:35][CH2:34][NH:33][CH2:32][CH2:31]4)=[O:28])[C:19]=3[N:20]=[CH:21][N:22]=2)[CH2:4][CH2:3]1.C([O:39][CH2:40][C:41](Cl)=[O:42])(=O)C, predict the reaction product. The product is: [CH:2]1([CH2:5][O:6][C:7]2[CH:12]=[CH:11][C:10]([C:13]([F:15])([F:14])[F:16])=[CH:9][C:8]=2[C:17]2[C:18]3[NH:25][C:24]([CH3:26])=[C:23]([C:27]([NH:29][CH:30]4[CH2:31][CH2:32][N:33]([C:40](=[O:39])[CH2:41][OH:42])[CH2:34][CH2:35]4)=[O:28])[C:19]=3[N:20]=[CH:21][N:22]=2)[CH2:3][CH2:4]1. (2) Given the reactants [Cl:1][C:2]1[CH:7]=[CH:6][N:5]=[C:4]([C:8]([OH:10])=O)[CH:3]=1.Cl.CN(C)CCCN=C=NCC.O.N1(O)C2C=CC=CC=2N=N1.[N:34]1[CH:39]=[CH:38][C:37]([NH2:40])=[CH:36][CH:35]=1, predict the reaction product. The product is: [Cl:1][C:2]1[CH:7]=[CH:6][N:5]=[C:4]([C:8]([NH:40][C:37]2[CH:38]=[CH:39][N:34]=[CH:35][CH:36]=2)=[O:10])[CH:3]=1. (3) Given the reactants Cl.Cl.Cl.[O:4]1[C:8]2=[C:9]([N:13]3[CH2:18][CH2:17][N:16]([CH2:19][CH2:20][C@H:21]4[CH2:26][CH2:25][C@H:24]([NH2:27])[CH2:23][CH2:22]4)[CH2:15][CH2:14]3)[N:10]=[CH:11][CH:12]=[C:7]2[CH2:6][CH2:5]1.[N:28]1([C:33]2[CH:41]=[CH:40][C:36]([C:37](O)=[O:38])=[CH:35][CH:34]=2)[CH:32]=[CH:31][CH:30]=[N:29]1, predict the reaction product. The product is: [O:4]1[C:8]2=[C:9]([N:13]3[CH2:18][CH2:17][N:16]([CH2:19][CH2:20][C@H:21]4[CH2:26][CH2:25][C@H:24]([NH:27][C:37](=[O:38])[C:36]5[CH:35]=[CH:34][C:33]([N:28]6[CH:32]=[CH:31][CH:30]=[N:29]6)=[CH:41][CH:40]=5)[CH2:23][CH2:22]4)[CH2:15][CH2:14]3)[N:10]=[CH:11][CH:12]=[C:7]2[CH2:6][CH2:5]1. (4) Given the reactants C(N(CC)CC)C.Cl.[CH2:9]([O:11][C:12](=[O:15])[CH2:13][NH2:14])[CH3:10].[CH2:16]=[C:17]([CH2:21][C:22]1[CH:27]=[CH:26][CH:25]=[CH:24][CH:23]=1)[C:18](O)=[O:19].C1(N=C=NC2CCCCC2)CCCCC1, predict the reaction product. The product is: [CH2:9]([O:11][C:12](=[O:15])[CH2:13][NH:14][C:18](=[O:19])[C:17](=[CH2:16])[CH2:21][C:22]1[CH:27]=[CH:26][CH:25]=[CH:24][CH:23]=1)[CH3:10]. (5) Given the reactants [CH:1]1([NH:4][C:5](=[O:31])[C:6]2[CH:11]=[CH:10][C:9]([CH3:12])=[C:8]([N:13]3[C:22](=[O:23])[C:21]4[C:16](=[CH:17][CH:18]=[C:19]([C:24]5[CH2:25][CH2:26][N:27]([CH3:30])[CH2:28][CH:29]=5)[CH:20]=4)[N:15]=[CH:14]3)[CH:7]=2)[CH2:3][CH2:2]1.C(O)(=O)C, predict the reaction product. The product is: [CH:1]1([NH:4][C:5](=[O:31])[C:6]2[CH:11]=[CH:10][C:9]([CH3:12])=[C:8]([N:13]3[C:22](=[O:23])[C:21]4[C:16](=[CH:17][CH:18]=[C:19]([CH:24]5[CH2:25][CH2:26][N:27]([CH3:30])[CH2:28][CH2:29]5)[CH:20]=4)[N:15]=[CH:14]3)[CH:7]=2)[CH2:2][CH2:3]1.